Dataset: Forward reaction prediction with 1.9M reactions from USPTO patents (1976-2016). Task: Predict the product of the given reaction. (1) Given the reactants [C:1](OC(=O)C)(=[O:3])[CH3:2].[CH2:8]([O:15][C:16]([N:18]1[CH2:24][CH2:23][CH:22]([OH:25])[CH:21]([NH2:26])[CH2:20][CH:19]1CC1C=CC=CC=1)=[O:17])[C:9]1[CH:14]=[CH:13][CH:12]=[CH:11][CH:10]=1.C(=O)(O)[O-].[Na+], predict the reaction product. The product is: [CH2:8]([O:15][C:16]([N:18]1[CH2:24][CH2:23][CH:22]([OH:25])[CH:21]([NH:26][C:1](=[O:3])[CH3:2])[CH2:20][CH2:19]1)=[O:17])[C:9]1[CH:10]=[CH:11][CH:12]=[CH:13][CH:14]=1. (2) Given the reactants [C:1]([C:3]1[C:11]2[NH:10][CH2:9][CH2:8][CH2:7][C:6]=2[S:5][C:4]=1[NH:12][C:13](=[O:20])[C:14]1[CH:19]=[CH:18][CH:17]=[CH:16][CH:15]=1)#[N:2], predict the reaction product. The product is: [C:1]([C:3]1[C:7]2[CH2:8][CH2:9][NH:10][CH:11]([C:4]([CH2:3][CH3:1])=[S:5])[C:6]=2[S:5][C:4]=1[NH:12][C:13](=[O:20])[C:14]1[CH:15]=[CH:16][CH:17]=[CH:18][CH:19]=1)#[N:2]. (3) Given the reactants C[O:2][C:3]([C:5]1[CH:29]=[CH:28][C:8]2[N:9]([CH3:27])[C:10]([NH:12][C:13]3[S:14][C:15]4[CH:21]=[C:20]([O:22][C:23]([F:26])([F:25])[F:24])[CH:19]=[CH:18][C:16]=4[N:17]=3)=[N:11][C:7]=2[CH:6]=1)=[O:4].[OH-].[Li+], predict the reaction product. The product is: [CH3:27][N:9]1[C:8]2[CH:28]=[CH:29][C:5]([C:3]([OH:4])=[O:2])=[CH:6][C:7]=2[N:11]=[C:10]1[NH:12][C:13]1[S:14][C:15]2[CH:21]=[C:20]([O:22][C:23]([F:25])([F:24])[F:26])[CH:19]=[CH:18][C:16]=2[N:17]=1.